The task is: Predict the reactants needed to synthesize the given product.. This data is from Full USPTO retrosynthesis dataset with 1.9M reactions from patents (1976-2016). (1) Given the product [Si:1]([O:8][CH2:9][C@@H:10]1[C@@H:14]([O:15][Si:16]([CH:17]([CH3:19])[CH3:18])([CH:20]([CH3:22])[CH3:21])[CH:23]([CH3:24])[CH3:25])[CH2:13][C@H:12]([NH:26][C:27]2[C:32]([C:33]([C:35]3[S:36][CH:37]=[C:38]([CH2:40][CH2:41][C:42]4[CH:47]=[CH:46][CH:45]=[CH:44][C:43]=4[O:48][CH3:49])[CH:39]=3)=[O:34])=[CH:31][N:30]=[CH:29][N:28]=2)[CH2:11]1)([C:4]([CH3:7])([CH3:6])[CH3:5])([CH3:2])[CH3:3], predict the reactants needed to synthesize it. The reactants are: [Si:1]([O:8][CH2:9][C@@H:10]1[C@@H:14]([O:15][Si:16]([CH:23]([CH3:25])[CH3:24])([CH:20]([CH3:22])[CH3:21])[CH:17]([CH3:19])[CH3:18])[CH2:13][C@H:12]([NH:26][C:27]2[C:32]([C:33]([C:35]3[S:36][CH:37]=[C:38]([C:40]#[C:41][C:42]4[CH:47]=[CH:46][CH:45]=[CH:44][C:43]=4[O:48][CH3:49])[CH:39]=3)=[O:34])=[CH:31][N:30]=[CH:29][N:28]=2)[CH2:11]1)([C:4]([CH3:7])([CH3:6])[CH3:5])([CH3:3])[CH3:2]. (2) Given the product [CH3:32][C:20]1[CH:25]=[C:24]([CH3:26])[CH:23]=[C:22]([CH3:27])[C:21]=1[S:28]([O:8][C:6]1[C:5]([CH2:9][C:10]2[CH:15]=[CH:14][C:13]([CH2:16][C:17]#[N:18])=[CH:12][CH:11]=2)=[C:4]([CH3:19])[N:3]=[C:2]([NH2:1])[N:7]=1)(=[O:29])=[O:30], predict the reactants needed to synthesize it. The reactants are: [NH2:1][C:2]1[N:7]=[C:6]([OH:8])[C:5]([CH2:9][C:10]2[CH:15]=[CH:14][C:13]([CH2:16][C:17]#[N:18])=[CH:12][CH:11]=2)=[C:4]([CH3:19])[N:3]=1.[C:20]1([CH3:32])[CH:25]=[C:24]([CH3:26])[CH:23]=[C:22]([CH3:27])[C:21]=1[S:28](Cl)(=[O:30])=[O:29]. (3) Given the product [CH3:37][N:38]([CH3:48])[C:39]([C:41]1[CH:46]=[CH:45][C:44]([C:20]2[CH:21]=[CH:22][C:17]([C@@H:15]([N:11]3[CH2:10][CH2:9][C:8]4([CH2:7][CH2:6][C:5]5([O:34][CH2:35][C:2]([CH3:36])([CH3:1])[CH2:3][O:4]5)[CH2:33][CH2:32]4)[O:13][C:12]3=[O:14])[CH3:16])=[CH:18][CH:19]=2)=[CH:43][N:42]=1)=[O:40], predict the reactants needed to synthesize it. The reactants are: [CH3:1][C:2]1([CH3:36])[CH2:35][O:34][C:5]2([CH2:33][CH2:32][C:8]3([O:13][C:12](=[O:14])[N:11]([C@H:15]([C:17]4[CH:22]=[CH:21][C:20](B5OC(C)(C)C(C)(C)O5)=[CH:19][CH:18]=4)[CH3:16])[CH2:10][CH2:9]3)[CH2:7][CH2:6]2)[O:4][CH2:3]1.[CH3:37][N:38]([CH3:48])[C:39]([C:41]1[CH:46]=[CH:45][C:44](Br)=[CH:43][N:42]=1)=[O:40]. (4) Given the product [Cl:1][C:2]1[CH:7]=[CH:6][C:5]([CH2:8][CH2:9][NH:10][C:11]([C:12]2[CH:13]=[CH:14][C:15]([O:18][C:27]3[C:28]4[C:33](=[CH:32][CH:31]=[CH:30][CH:29]=4)[C:24]([C:22]([O:21][CH3:20])=[O:23])=[CH:25][N:26]=3)=[CH:16][CH:17]=2)=[O:19])=[CH:4][CH:3]=1, predict the reactants needed to synthesize it. The reactants are: [Cl:1][C:2]1[CH:7]=[CH:6][C:5]([CH2:8][CH2:9][NH:10][C:11](=[O:19])[C:12]2[CH:17]=[CH:16][C:15]([OH:18])=[CH:14][CH:13]=2)=[CH:4][CH:3]=1.[CH3:20][O:21][C:22]([C:24]1[C:33]2[C:28](=[CH:29][CH:30]=[CH:31][CH:32]=2)[C:27](Cl)=[N:26][CH:25]=1)=[O:23].C(=O)([O-])[O-].[K+].[K+].C(OCC)(=O)C. (5) Given the product [CH2:30]([O:29][C:27](=[O:28])[N:3]([CH2:4][C:5]1[CH:10]=[C:9]([C:11]([F:13])([F:14])[F:12])[CH:8]=[CH:7][C:6]=1[C:15]1[CH:16]=[C:17]([CH2:23][C:24]#[N:25])[CH:18]=[CH:19][C:20]=1[O:21][CH3:22])[CH2:1][CH3:2])[C:31]1[CH:36]=[CH:35][CH:34]=[CH:33][CH:32]=1, predict the reactants needed to synthesize it. The reactants are: [CH2:1]([NH:3][CH2:4][C:5]1[CH:10]=[C:9]([C:11]([F:14])([F:13])[F:12])[CH:8]=[CH:7][C:6]=1[C:15]1[C:20]([O:21][CH3:22])=[CH:19][CH:18]=[C:17]([CH2:23][C:24]#[N:25])[CH:16]=1)[CH3:2].Cl[C:27]([O:29][CH2:30][C:31]1[CH:36]=[CH:35][CH:34]=[CH:33][CH:32]=1)=[O:28]. (6) Given the product [Cl:1][C:2]1[CH:7]=[C:6]([N:16]2[CH2:17][C:14]([CH:11]3[CH2:13][CH2:12]3)([F:18])[CH2:15]2)[CH:5]=[C:4]([Cl:9])[N:3]=1, predict the reactants needed to synthesize it. The reactants are: [Cl:1][C:2]1[CH:7]=[C:6](Cl)[CH:5]=[C:4]([Cl:9])[N:3]=1.Cl.[CH:11]1([C:14]2([F:18])[CH2:17][NH:16][CH2:15]2)[CH2:13][CH2:12]1.CCN(C(C)C)C(C)C. (7) Given the product [CH3:1][CH:2]1[NH:6][CH2:5][C:4]2([CH2:11][CH2:10][N:9]([CH3:12])[CH2:8][CH2:7]2)[S:3]1, predict the reactants needed to synthesize it. The reactants are: [CH3:1][C:2]1[S:3][C:4]2([CH2:11][CH2:10][N:9]([CH3:12])[CH2:8][CH2:7]2)[CH2:5][N:6]=1.Cl.CO.C([BH3-])#N.[Na+].ClCCl.